From a dataset of Full USPTO retrosynthesis dataset with 1.9M reactions from patents (1976-2016). Predict the reactants needed to synthesize the given product. (1) Given the product [CH2:3]([N:10]1[C@@H:15]2[C@@H:16]([C:18]#[N:19])[CH2:17][C@@:11]1([C:21]1[CH:26]=[CH:25][CH:24]=[CH:23][CH:22]=1)[C@H:12]([OH:20])[CH2:13][CH2:14]2)[C:4]1[CH:5]=[CH:6][CH:7]=[CH:8][CH:9]=1, predict the reactants needed to synthesize it. The reactants are: [BH4-].[Na+].[CH2:3]([N:10]1[C@@H:15]2[C@@H:16]([C:18]#[N:19])[CH2:17][C@@:11]1([C:21]1[CH:26]=[CH:25][CH:24]=[CH:23][CH:22]=1)[C:12](=[O:20])[CH2:13][CH2:14]2)[C:4]1[CH:9]=[CH:8][CH:7]=[CH:6][CH:5]=1. (2) Given the product [CH2:5]([O:12][C:13]([NH:15][CH:16]1[CH2:25][C:24]2[C:19](=[CH:20][CH:21]=[CH:22][CH:23]=2)[C:18](=[CH:3][C:2]([O:29][CH2:27][CH3:28])=[O:1])[CH2:17]1)=[O:14])[C:6]1[CH:11]=[CH:10][CH:9]=[CH:8][CH:7]=1, predict the reactants needed to synthesize it. The reactants are: [O-:1][CH2:2][CH3:3].[Na+].[CH2:5]([O:12][C:13]([NH:15][CH:16]1[CH2:25][C:24]2[C:19](=[CH:20][CH:21]=[CH:22][CH:23]=2)[C:18](=O)[CH2:17]1)=[O:14])[C:6]1[CH:11]=[CH:10][CH:9]=[CH:8][CH:7]=1.[CH2:27]([OH:29])[CH3:28]. (3) The reactants are: [C:1]([O:5][C:6](=[O:32])[NH:7][C@H:8]1[CH2:13][CH2:12][C@@H:11]([NH:14][C:15]([C:17]2[C:18]([NH:24][CH:25]3[CH2:30][CH2:29][N:28]([CH3:31])[CH2:27][CH2:26]3)=[N:19][CH:20]=[C:21]([F:23])[CH:22]=2)=[O:16])[CH2:10][CH2:9]1)([CH3:4])([CH3:3])[CH3:2].[C:33](N1C=CN=C1)(N1C=CN=C1)=[O:34].[H-].[Na+]. Given the product [C:1]([O:5][C:6](=[O:32])[NH:7][C@H:8]1[CH2:13][CH2:12][C@@H:11]([N:14]2[C:15](=[O:16])[C:17]3[CH:22]=[C:21]([F:23])[CH:20]=[N:19][C:18]=3[N:24]([CH:25]3[CH2:26][CH2:27][N:28]([CH3:31])[CH2:29][CH2:30]3)[C:33]2=[O:34])[CH2:10][CH2:9]1)([CH3:4])([CH3:3])[CH3:2], predict the reactants needed to synthesize it.